Predict the product of the given reaction. From a dataset of Forward reaction prediction with 1.9M reactions from USPTO patents (1976-2016). (1) Given the reactants O.NN.[C:4]([O:8][C:9]([N:11]1[CH2:16][CH2:15][N:14]([C:17]([CH2:26][N:27]2C(=O)C3C(=CC=CC=3)C2=O)([C:22]([O:24][CH3:25])=[O:23])[C:18]([O:20][CH3:21])=[O:19])[CH2:13][CH2:12]1)=[O:10])([CH3:7])([CH3:6])[CH3:5], predict the reaction product. The product is: [NH2:27][CH2:26][C:17]([N:14]1[CH2:13][CH2:12][N:11]([C:9]([O:8][C:4]([CH3:7])([CH3:6])[CH3:5])=[O:10])[CH2:16][CH2:15]1)([C:18]([O:20][CH3:21])=[O:19])[C:22]([O:24][CH3:25])=[O:23]. (2) Given the reactants [C:1]([C:4]1[CH:9]=[CH:8][C:7](B(O)O)=[CH:6][CH:5]=1)([OH:3])=[O:2].C(=O)([O-])[O-].[K+].[K+].Br[C:20]1[CH:25]=[CH:24][CH:23]=[CH:22][C:21]=1[O:26][CH3:27], predict the reaction product. The product is: [CH3:27][O:26][C:21]1[CH:22]=[CH:23][CH:24]=[CH:25][C:20]=1[C:7]1[CH:8]=[CH:9][C:4]([C:1]([OH:3])=[O:2])=[CH:5][CH:6]=1. (3) Given the reactants Br[C:2]1[CH:7]=[C:6]([C:8]2[N:12]([CH3:13])[C:11]3[CH:14]=[CH:15][CH:16]=[CH:17][C:10]=3[N:9]=2)[C:5]([F:18])=[CH:4][N:3]=1.[NH:19]1[CH2:24][CH2:23][CH:22]([NH:25][C:26](=[O:32])[O:27][C:28]([CH3:31])([CH3:30])[CH3:29])[CH2:21][CH2:20]1.C1C=CC(P(C2C(C3C(P(C4C=CC=CC=4)C4C=CC=CC=4)=CC=C4C=3C=CC=C4)=C3C(C=CC=C3)=CC=2)C2C=CC=CC=2)=CC=1.[O-]P([O-])([O-])=O.[K+].[K+].[K+], predict the reaction product. The product is: [F:18][C:5]1[C:6]([C:8]2[N:12]([CH3:13])[C:11]3[CH:14]=[CH:15][CH:16]=[CH:17][C:10]=3[N:9]=2)=[CH:7][C:2]([N:19]2[CH2:20][CH2:21][CH:22]([NH:25][C:26](=[O:32])[O:27][C:28]([CH3:30])([CH3:29])[CH3:31])[CH2:23][CH2:24]2)=[N:3][CH:4]=1. (4) Given the reactants [Cl:1][CH2:2][CH:3]1[C:11]2[C:10]3[CH:12]=[CH:13][CH:14]=[C:15]([C:16](=[O:19])[NH:17][CH3:18])[C:9]=3[C:8]([OH:20])=[CH:7][C:6]=2[N:5]([C:21](OC(C)(C)C)=[O:22])[CH2:4]1.N12[CH2:38][CH2:37][CH2:36][N:35]=[C:34]1[CH2:33][CH2:32][CH2:31][CH2:30]C2.[C:39](#[N:41])[CH3:40], predict the reaction product. The product is: [NH:41]1[C:7]2[C:6](=[CH:11][CH:10]=[CH:9][CH:8]=2)[CH:40]=[C:39]1[C:16]([NH:17][C:30]1[CH:31]=[C:32]2[C:36](=[CH:37][CH:38]=1)[NH:35][C:34]([C:21]([N:5]1[C:6]3[CH:7]=[C:8]([OH:20])[C:9]4[C:15]([C:16]([NH:17][CH3:18])=[O:19])=[CH:14][CH:13]=[CH:12][C:10]=4[C:11]=3[CH:3]([CH2:2][Cl:1])[CH2:4]1)=[O:22])=[CH:33]2)=[O:19]. (5) Given the reactants Cl[C:2]1[N:3]=[N:4][C:5]([C:8]2[CH:13]=[CH:12][C:11]([S:14]([CH3:17])(=[O:16])=[O:15])=[CH:10][CH:9]=2)=[CH:6][CH:7]=1.[NH2:18][CH:19]1[CH2:24][CH2:23][N:22]([CH:25]([CH2:28][CH3:29])[CH2:26][CH3:27])[CH2:21][CH2:20]1, predict the reaction product. The product is: [CH2:26]([CH:25]([N:22]1[CH2:23][CH2:24][CH:19]([NH:18][C:2]2[N:3]=[N:4][C:5]([C:8]3[CH:13]=[CH:12][C:11]([S:14]([CH3:17])(=[O:16])=[O:15])=[CH:10][CH:9]=3)=[CH:6][CH:7]=2)[CH2:20][CH2:21]1)[CH2:28][CH3:29])[CH3:27]. (6) Given the reactants [CH:1]([S:4]([C:7]1[CH:12]=[CH:11][C:10]([N+:13]([O-])=O)=[CH:9][C:8]=1[C:16]1[N:17](C(OC(C)(C)C)=O)[CH:18]=[CH:19][CH:20]=1)(=[O:6])=[O:5])([CH3:3])[CH3:2].[ClH:28], predict the reaction product. The product is: [ClH:28].[CH:1]([S:4]([C:7]1[CH:12]=[CH:11][C:10]([NH2:13])=[CH:9][C:8]=1[CH:16]1[CH2:20][CH2:19][CH2:18][NH:17]1)(=[O:6])=[O:5])([CH3:3])[CH3:2].